From a dataset of Catalyst prediction with 721,799 reactions and 888 catalyst types from USPTO. Predict which catalyst facilitates the given reaction. (1) Reactant: O[C:2]1([C:15]2[CH:20]=[CH:19][C:18]([CH3:21])=[CH:17][CH:16]=2)[C:11]2[C:6](=[CH:7][CH:8]=[C:9]([Br:12])[CH:10]=2)[C:5]([CH3:14])([CH3:13])[CH2:4][CH2:3]1.C1C=CC=CC=1.O.C1(C)C=CC(S(O)(=O)=O)=CC=1. Product: [CH3:21][C:18]1[CH:17]=[CH:16][C:15]([C:2]2[C:11]3[C:6](=[CH:7][CH:8]=[C:9]([Br:12])[CH:10]=3)[C:5]([CH3:14])([CH3:13])[CH2:4][CH:3]=2)=[CH:20][CH:19]=1. The catalyst class is: 28. (2) Reactant: Cl[CH2:2][CH2:3][O:4][C:5]1[CH:10]=[CH:9][C:8]([C:11]([C:13]2[CH:18]=[C:17]([CH3:19])[CH:16]=[CH:15][C:14]=2[O:20][C:21]2[C:30]3[C:25](=[CH:26][C:27]([O:33][CH3:34])=[C:28]([O:31][CH3:32])[CH:29]=3)[N:24]=[CH:23][CH:22]=2)=[O:12])=[CH:7][CH:6]=1.C(=O)([O-])[O-].[K+].[K+].[NH:41]1[CH2:46][CH2:45][CH2:44][CH2:43][CH2:42]1.O. Product: [CH3:32][O:31][C:28]1[CH:29]=[C:30]2[C:25](=[CH:26][C:27]=1[O:33][CH3:34])[N:24]=[CH:23][CH:22]=[C:21]2[O:20][C:14]1[CH:15]=[CH:16][C:17]([CH3:19])=[CH:18][C:13]=1[C:11]([C:8]1[CH:9]=[CH:10][C:5]([O:4][CH2:3][CH2:2][N:41]2[CH2:46][CH2:45][CH2:44][CH2:43][CH2:42]2)=[CH:6][CH:7]=1)=[O:12]. The catalyst class is: 9. (3) Reactant: C[O:2][C:3]1[C:8]2[C:9]([C:17]3[CH:22]=[CH:21][C:20]([S:23]([NH2:26])(=[O:25])=[O:24])=[CH:19][CH:18]=3)=[CH:10][N:11]([CH:12]3[CH2:16][CH2:15][O:14][CH2:13]3)[C:7]=2[CH:6]=[CH:5][N:4]=1.[I-].[Na+].Cl[Si](C)(C)C.C(=O)([O-])O.[Na+]. Product: [O:2]=[C:3]1[C:8]2[C:9]([C:17]3[CH:18]=[CH:19][C:20]([S:23]([NH2:26])(=[O:25])=[O:24])=[CH:21][CH:22]=3)=[CH:10][N:11]([CH:12]3[CH2:16][CH2:15][O:14][CH2:13]3)[C:7]=2[CH:6]=[CH:5][NH:4]1. The catalyst class is: 10. (4) Reactant: [CH3:1][O:2][CH2:3][CH2:4][CH2:5][CH2:6][C:7]1[N:11]([C:12]2[CH:17]=[CH:16][CH:15]=[CH:14][CH:13]=2)[N:10]=[N:9][C:8]=1[C:18]([N:20]([CH2:38][CH:39]([CH3:41])[CH3:40])[C@@H:21]1[CH2:26][N:25]([C:27]([O:29][C:30]([CH3:33])([CH3:32])[CH3:31])=[O:28])[CH2:24][C@H:23]([C:34]([O:36]C)=[O:35])[CH2:22]1)=[O:19].[OH-].[Na+]. Product: [C:30]([O:29][C:27]([N:25]1[CH2:26][C@@H:21]([N:20]([C:18]([C:8]2[N:9]=[N:10][N:11]([C:12]3[CH:17]=[CH:16][CH:15]=[CH:14][CH:13]=3)[C:7]=2[CH2:6][CH2:5][CH2:4][CH2:3][O:2][CH3:1])=[O:19])[CH2:38][CH:39]([CH3:40])[CH3:41])[CH2:22][C@@H:23]([C:34]([OH:36])=[O:35])[CH2:24]1)=[O:28])([CH3:32])([CH3:33])[CH3:31]. The catalyst class is: 5. (5) Reactant: [F:1][C:2]1[C:7]([F:8])=[CH:6][C:5]([F:9])=[C:4]([F:10])[C:3]=1[N:11]1[C:19]2[C:14](=[CH:15][C:16]([CH2:20][CH3:21])=[CH:17][CH:18]=2)[CH2:13][C:12]1=[O:22].C[OH:24].[OH-].[Na+]. Product: [CH2:20]([C:16]1[CH:17]=[CH:18][C:19]([NH:11][C:3]2[C:2]([F:1])=[C:7]([F:8])[CH:6]=[C:5]([F:9])[C:4]=2[F:10])=[C:14]([CH2:13][C:12]([OH:24])=[O:22])[CH:15]=1)[CH3:21]. The catalyst class is: 6. (6) Reactant: C(C([NH:7][C:8]1[C:13]([C:14]([O:16][CH3:17])=[O:15])=[C:12]2[O:18][CH2:19][C:20]3[CH:21]=[N:22][S:23][C:24]=3[C:11]2=[CH:10][CH:9]=1)=O)(C)(C)C.S(=O)(=O)(O)O. Product: [NH2:7][C:8]1[C:13]([C:14]([O:16][CH3:17])=[O:15])=[C:12]2[O:18][CH2:19][C:20]3[CH:21]=[N:22][S:23][C:24]=3[C:11]2=[CH:10][CH:9]=1. The catalyst class is: 125. (7) Reactant: [Cl:1][C:2]1[CH:3]=[C:4]([C@H:8]([O:20][CH2:21][CH2:22][NH:23][C:24]([O:26][CH3:27])=[O:25])[C:9]2[CH:10]=[C:11]([CH:17]=[CH:18][CH:19]=2)[C:12]([O:14]CC)=[O:13])[CH:5]=[CH:6][CH:7]=1.CO.[OH-].[Na+]. Product: [Cl:1][C:2]1[CH:3]=[C:4]([C@H:8]([O:20][CH2:21][CH2:22][NH:23][C:24]([O:26][CH3:27])=[O:25])[C:9]2[CH:10]=[C:11]([CH:17]=[CH:18][CH:19]=2)[C:12]([OH:14])=[O:13])[CH:5]=[CH:6][CH:7]=1. The catalyst class is: 1. (8) Reactant: [F:1][C:2]1[CH:7]=[CH:6][C:5]([F:8])=[CH:4][C:3]=1[C:9]1[CH2:13][N:12]([C:14]([N:16]([CH3:18])[CH3:17])=[O:15])[C:11]([CH2:25]CC(O)=O)([C:19]2[CH:24]=[CH:23][CH:22]=[CH:21][CH:20]=2)[CH:10]=1.[Si]([O:37][NH2:38])(C(C)(C)C)(C)C.CCN=C=NCCCN(C)C.C1C=NC2N(O)N=NC=2C=1.C(N(CC)CC)C.F[C:68](F)(F)[C:69]([OH:71])=O. Product: [F:1][C:2]1[CH:7]=[CH:6][C:5]([F:8])=[CH:4][C:3]=1[C:9]1[CH2:13][N:12]([C:14]([N:16]([CH3:18])[CH3:17])=[O:15])[C:11]([CH2:25][CH2:68][C:69]([NH:38][OH:37])=[O:71])([C:19]2[CH:24]=[CH:23][CH:22]=[CH:21][CH:20]=2)[CH:10]=1. The catalyst class is: 3. (9) The catalyst class is: 6. Product: [OH2:2].[O-2:10].[O-2:2].[O-2:2].[O-2:2].[O-2:2].[O-2:2].[Na+:6].[Na+:6].[Al+3:11].[Al+3:11].[Si+4:1]. Reactant: [Si:1]([O-])([O-])([O-])[O-:2].[Na+:6].[Na+].[Na+].[Na+].[O:10]=[Al-:11]=O.[Na+]. (10) Reactant: [CH3:1][O:2][C:3](=[O:22])[C:4]1[CH:9]=[CH:8][C:7](OS(C(F)(F)F)(=O)=O)=[C:6]([C:18]([F:21])([F:20])[F:19])[CH:5]=1.B([O-])([O-])O[C:25]1[CH:30]=[CH:29][CH:28]=[CH:27][CH:26]=1.C(=O)([O-])[O-].[Cs+].[Cs+].O. Product: [CH3:1][O:2][C:3]([C:4]1[CH:9]=[CH:8][C:7]([C:25]2[CH:30]=[CH:29][CH:28]=[CH:27][CH:26]=2)=[C:6]([C:18]([F:21])([F:20])[F:19])[CH:5]=1)=[O:22]. The catalyst class is: 11.